Dataset: hERG Central: cardiac toxicity at 1µM, 10µM, and general inhibition. Task: Predict hERG channel inhibition at various concentrations. (1) The drug is Cc1ccc(Cl)cc1NC(=O)C1CCCN1S(=O)(=O)c1ccc(-c2ccc(=O)[nH]n2)s1. Results: hERG_inhib (hERG inhibition (general)): blocker. (2) The molecule is Cc1ccccc1NC(=O)CSc1nnc(-c2ccccc2)n1-c1ccccc1. Results: hERG_inhib (hERG inhibition (general)): blocker. (3) The molecule is CN=C1c2cc3c(Br)c(OC)ccc3n2CCN1C.Cl. Results: hERG_inhib (hERG inhibition (general)): blocker. (4) The drug is O=C(C[n+]1ccc(C(=O)N/N=C/c2ccc(Cl)cc2Cl)cc1)c1ccccc1.[Br-]. Results: hERG_inhib (hERG inhibition (general)): blocker. (5) The molecule is CCCC(c1nnnn1Cc1ccc(OC)cc1)N1CCN(C(=O)c2ccco2)CC1. Results: hERG_inhib (hERG inhibition (general)): blocker.